From a dataset of Catalyst prediction with 721,799 reactions and 888 catalyst types from USPTO. Predict which catalyst facilitates the given reaction. (1) Reactant: [Cl:1][C:2]1[C:3]([O:25][CH3:26])=[CH:4][C:5]([O:23][CH3:24])=[C:6]([CH2:8][CH2:9][C:10]2([CH:18]3[CH2:22][CH2:21][CH2:20][CH2:19]3)[O:15][C:14](=[O:16])[CH2:13][C:12](=[O:17])[CH2:11]2)[CH:7]=1.O.Cl.Cl.[CH3:30][N:31]1[C:35]([CH:36]=O)=[N:34][C:33]([C:38]2[CH:43]=[N:42][CH:41]=[CH:40][N:39]=2)=[N:32]1.C(N(CC)CC)C.Cl. Product: [Cl:1][C:2]1[C:3]([O:25][CH3:26])=[CH:4][C:5]([O:23][CH3:24])=[C:6]([CH2:8][CH2:9][C:10]2([CH:18]3[CH2:22][CH2:21][CH2:20][CH2:19]3)[O:15][C:14](=[O:16])[C:13]([CH2:36][C:35]3[N:31]([CH3:30])[N:32]=[C:33]([C:38]4[CH:43]=[N:42][CH:41]=[CH:40][N:39]=4)[N:34]=3)=[C:12]([OH:17])[CH2:11]2)[CH:7]=1. The catalyst class is: 252. (2) Reactant: [CH:1]([C:4]1[CH:8]=[C:7]([NH2:9])[NH:6][N:5]=1)([CH3:3])[CH3:2].CO[CH:12](OC)[N:13]([CH3:15])[CH3:14]. Product: [CH:1]([C:4]1[CH:8]=[C:7](/[N:9]=[CH:12]/[N:13]([CH3:15])[CH3:14])[NH:6][N:5]=1)([CH3:3])[CH3:2]. The catalyst class is: 12. (3) Reactant: I[C:2]1[N:6]2[CH:7]=[CH:8][C:9]([C:11]3[N:12]=[N:13][N:14]([CH3:16])[N:15]=3)=[CH:10][C:5]2=[N:4][CH:3]=1.CC1(C)C(C)(C)OB([C:25]2[CH:26]=[C:27]([NH:31][C:32]([NH:34][CH2:35][C:36]([F:39])([F:38])[F:37])=[O:33])[CH:28]=[CH:29][CH:30]=2)O1.C([O-])([O-])=O.[Cs+].[Cs+]. Product: [CH3:16][N:14]1[N:13]=[N:12][C:11]([C:9]2[CH:8]=[CH:7][N:6]3[C:2]([C:29]4[CH:28]=[C:27]([NH:31][C:32]([NH:34][CH2:35][C:36]([F:37])([F:38])[F:39])=[O:33])[CH:26]=[CH:25][CH:30]=4)=[CH:3][N:4]=[C:5]3[CH:10]=2)=[N:15]1. The catalyst class is: 57. (4) Reactant: [Cl:1][C:2]1[CH:7]=[CH:6][CH:5]=[CH:4][C:3]=1[CH2:8][CH2:9][C:10]([N:12]1[CH2:17][CH:16]2[CH:14]([C:15]2([C:19]2[CH:20]=[C:21]([NH:25][S:26]([CH3:29])(=[O:28])=[O:27])[CH:22]=[CH:23][CH:24]=2)[CH3:18])[CH2:13]1)=O.[H-].[Al+3].[Li+].[H-].[H-].[H-].O.C(=O)([O-])[O-].[Na+].[Na+]. Product: [NH3:12].[Cl:1][C:2]1[CH:7]=[CH:6][CH:5]=[CH:4][C:3]=1[CH2:8][CH2:9][CH2:10][N:12]1[CH2:13][CH:14]2[CH:16]([C:15]2([C:19]2[CH:20]=[C:21]([NH:25][S:26]([CH3:29])(=[O:28])=[O:27])[CH:22]=[CH:23][CH:24]=2)[CH3:18])[CH2:17]1. The catalyst class is: 54. (5) Reactant: [Cl:1][C:2]1[CH:7]=[C:6]([C:8](=[O:10])[CH3:9])[CH:5]=[C:4]([Cl:11])[N:3]=1.[CH2:12](O)[CH2:13][OH:14].CC1C=CC(S(O)(=O)=O)=CC=1. Product: [Cl:1][C:2]1[CH:7]=[C:6]([C:8]2([CH3:9])[O:14][CH2:13][CH2:12][O:10]2)[CH:5]=[C:4]([Cl:11])[N:3]=1. The catalyst class is: 11.